From a dataset of Full USPTO retrosynthesis dataset with 1.9M reactions from patents (1976-2016). Predict the reactants needed to synthesize the given product. (1) The reactants are: [CH2:1]([O:8][C:9]([NH:11][CH2:12][CH2:13][CH2:14][CH2:15][C@@H:16]([C:25]([OH:27])=[O:26])[NH:17][C:18]([O:20][C:21]([CH3:24])([CH3:23])[CH3:22])=[O:19])=[O:10])[C:2]1[CH:7]=[CH:6][CH:5]=[CH:4][CH:3]=1.[CH:28]1(O)[CH2:32][CH2:31][CH2:30][CH2:29]1.C(Cl)CCl. Given the product [CH2:1]([O:8][C:9]([NH:11][CH2:12][CH2:13][CH2:14][CH2:15][C@@H:16]([C:25]([O:27][CH:28]1[CH2:32][CH2:31][CH2:30][CH2:29]1)=[O:26])[NH:17][C:18]([O:20][C:21]([CH3:22])([CH3:23])[CH3:24])=[O:19])=[O:10])[C:2]1[CH:3]=[CH:4][CH:5]=[CH:6][CH:7]=1, predict the reactants needed to synthesize it. (2) Given the product [Br:17][C:18]1[CH:25]=[CH:24][CH:23]=[C:22]2[C:19]=1[CH2:10][CH:4]([CH:1]([CH3:2])[CH3:3])[C:5]2=[O:7], predict the reactants needed to synthesize it. The reactants are: [CH:1]([CH:4]([C:10](OCC)=O)[C:5]([O:7]CC)=O)([CH3:3])[CH3:2].[H-].[Na+].[Br:17][C:18]1[CH:25]=[CH:24][CH:23]=[CH:22][C:19]=1CBr.O=S(Cl)Cl.[Al+3].[Cl-].[Cl-].[Cl-].Cl. (3) Given the product [CH3:5][CH:4]([CH3:19])[CH2:3][CH2:2][O:1][C:2]1[CH:3]=[C:4]([CH:19]=[CH:20][CH:21]=1)[CH2:5][NH:6][C:7]([C:9]1[CH:10]=[C:11]2[C:16](=[CH:17][CH:18]=1)[N:15]=[CH:14][CH:13]=[CH:12]2)=[O:8], predict the reactants needed to synthesize it. The reactants are: [OH:1][C:2]1[CH:3]=[C:4]([CH:19]=[CH:20][CH:21]=1)[CH2:5][NH:6][C:7]([C:9]1[CH:10]=[C:11]2[C:16](=[CH:17][CH:18]=1)[N:15]=[CH:14][CH:13]=[CH:12]2)=[O:8].CN(C)C=O.C(=O)([O-])[O-].[K+].[K+].O. (4) Given the product [C:21]([CH:9]([P:4]([O:5][CH2:6][CH3:7])([O:3][CH2:1][CH3:2])=[O:8])[CH:10]([CH:15]1[CH2:20][CH2:19][O:18][CH2:17][CH2:16]1)[CH2:11][CH2:12][C:13]([OH:23])=[O:34])#[N:22], predict the reactants needed to synthesize it. The reactants are: [CH2:1]([O:3][P:4]([CH:9]([C:21]#[N:22])[CH:10]([CH:15]1[CH2:20][CH2:19][O:18][CH2:17][CH2:16]1)[CH2:11][CH2:12][CH:13]=C)(=[O:8])[O:5][CH2:6][CH3:7])[CH3:2].[O-:23][Mn](=O)(=O)=O.[K+].OS([O-])=O.[Na+].[OH2:34]. (5) Given the product [CH3:1][O:2][CH2:3][O:4][C:5]1[CH:12]=[CH:11][CH:10]=[CH:9][C:6]=1[CH2:7][S:22][C:19]1[CH:18]=[CH:17][C:16]([NH2:15])=[CH:20][CH:14]=1, predict the reactants needed to synthesize it. The reactants are: [CH3:1][O:2][CH2:3][O:4][C:5]1[CH:12]=[CH:11][CH:10]=[CH:9][C:6]=1[CH2:7]O.C[C:14]1[CH:19]=[CH:18][CH:17]=[C:16]([CH3:20])[N:15]=1.C[S:22](OS(C)(=O)=O)(=O)=O.[Br-].[Li+]. (6) Given the product [CH3:1][C:2]1([CH3:19])[C:11]2[C:6](=[CH:7][CH:8]=[C:9]([C:13]([OH:15])=[O:14])[C:10]=2[CH3:12])[S:5](=[O:18])(=[O:17])[CH2:4][CH2:3]1, predict the reactants needed to synthesize it. The reactants are: [CH3:1][C:2]1([CH3:19])[C:11]2[C:6](=[C:7](Cl)[CH:8]=[C:9]([C:13]([OH:15])=[O:14])[C:10]=2[CH3:12])[S:5](=[O:18])(=[O:17])[CH2:4][CH2:3]1. (7) Given the product [O:1]=[C:2]1[C:11]([CH:12]2[CH2:13][CH2:14][N:15]([C:18]([O:20][CH:21]([CH2:36][C:37]3[CH:38]=[C:39]4[C:43](=[C:44]([CH3:46])[CH:45]=3)[NH:42][N:41]=[CH:40]4)[C:22](=[O:35])[N:23]3[CH2:24][CH2:25][CH:26]([N:29]4[CH2:30][CH2:31][CH2:32][CH2:33][CH2:34]4)[CH2:27][CH2:28]3)=[O:19])[CH2:16][CH2:17]2)=[CH:10][C:9]2[C:4](=[CH:5][CH:6]=[CH:7][CH:8]=2)[NH:3]1, predict the reactants needed to synthesize it. The reactants are: [O:1]=[C:2]1[C:11]([CH:12]2[CH2:17][CH2:16][N:15]([C:18]([O:20][CH:21]([CH2:36][C:37]3[CH:45]=[C:44]([CH3:46])[C:43]4[C:39](=[CH:40][N:41](COCC[Si](C)(C)C)[N:42]=4)[CH:38]=3)[C:22](=[O:35])[N:23]3[CH2:28][CH2:27][CH:26]([N:29]4[CH2:34][CH2:33][CH2:32][CH2:31][CH2:30]4)[CH2:25][CH2:24]3)=[O:19])[CH2:14][CH2:13]2)=[CH:10][C:9]2[C:4](=[CH:5][CH:6]=[CH:7][CH:8]=2)[NH:3]1. (8) Given the product [CH3:11][N:12]1[CH2:16][CH2:15][CH2:14][C:13]1=[O:17].[CH2:1]([OH:10])[CH2:2][O:3][CH2:4][CH2:5][O:6][CH2:7][CH2:8][OH:9].[OH2:3], predict the reactants needed to synthesize it. The reactants are: [CH2:1]([OH:10])[CH2:2][O:3][CH2:4][CH2:5][O:6][CH2:7][CH2:8][OH:9].[CH3:11][N:12]1[CH2:16][CH2:15][CH2:14][C:13]1=[O:17]. (9) Given the product [Cl:10][C:11]1[CH:16]=[CH:15][CH:14]=[CH:13][C:12]=1[N:1]1[CH:5]=[C:4]([C:6]([O:8][CH3:9])=[O:7])[N:3]=[CH:2]1, predict the reactants needed to synthesize it. The reactants are: [NH:1]1[CH:5]=[C:4]([C:6]([O:8][CH3:9])=[O:7])[N:3]=[CH:2]1.[Cl:10][C:11]1[CH:16]=[CH:15][CH:14]=[CH:13][C:12]=1B(O)O.N1C=CC=CC=1. (10) Given the product [F:65][CH:34]([F:33])[CH2:35][O:36][C:37]1[CH:64]=[CH:63][C:40]([C:41]([NH:43][CH:44]([CH2:45][C:46]2[CH:51]=[CH:50][C:49]([O:52][C:53]([F:54])([F:55])[F:56])=[CH:48][CH:47]=2)[C:57]([NH:59][CH2:60][CH2:61][OH:62])=[O:58])=[O:42])=[CH:39][CH:38]=1, predict the reactants needed to synthesize it. The reactants are: C1(CCOC2C=CC(C(NC(CC3C=CC(CCC)=CC=3)C(NCCO)=O)=O)=CC=2)CC1.[F:33][CH:34]([F:65])[CH2:35][O:36][C:37]1[CH:64]=[CH:63][C:40]([C:41]([NH:43]/[C:44](/[C:57]([NH:59][CH2:60][CH2:61][OH:62])=[O:58])=[CH:45]\[C:46]2[CH:51]=[CH:50][C:49]([O:52][C:53]([F:56])([F:55])[F:54])=[CH:48][CH:47]=2)=[O:42])=[CH:39][CH:38]=1.